The task is: Predict the product of the given reaction.. This data is from Forward reaction prediction with 1.9M reactions from USPTO patents (1976-2016). (1) Given the reactants [CH2:1]([N:8]=[C:9]=[O:10])[C:2]1[CH:7]=[CH:6][CH:5]=[CH:4][CH:3]=1.Cl.[N:12]1[C:21]2[CH2:20][CH2:19][NH:18][CH2:17][C:16]=2[CH:15]=[CH:14][C:13]=1[C:22]([O:24][CH3:25])=[O:23].CCN(C(C)C)C(C)C, predict the reaction product. The product is: [CH2:1]([NH:8][C:9]([N:18]1[CH2:19][CH2:20][C:21]2[N:12]=[C:13]([C:22]([O:24][CH3:25])=[O:23])[CH:14]=[CH:15][C:16]=2[CH2:17]1)=[O:10])[C:2]1[CH:7]=[CH:6][CH:5]=[CH:4][CH:3]=1. (2) The product is: [CH2:3]([O:5][C:6]([C:8]1[S:9][CH:10]=[C:11]([CH2:13][N:14]2[CH:18]=[C:17]([NH2:19])[CH:16]=[N:15]2)[N:12]=1)=[O:7])[CH3:4]. Given the reactants N#N.[CH2:3]([O:5][C:6]([C:8]1[S:9][CH:10]=[C:11]([CH2:13][N:14]2[CH:18]=[C:17]([N+:19]([O-])=O)[CH:16]=[N:15]2)[N:12]=1)=[O:7])[CH3:4].[NH4+].[Cl-], predict the reaction product. (3) Given the reactants [Br:1][C:2]1[CH:10]=[C:9]2[C:5]([C:6]([C:11](=[O:16])C(F)(F)F)=[CH:7][NH:8]2)=[CH:4][CH:3]=1.[OH-:17].[Na+], predict the reaction product. The product is: [Br:1][C:2]1[CH:10]=[C:9]2[C:5]([C:6]([C:11]([OH:16])=[O:17])=[CH:7][NH:8]2)=[CH:4][CH:3]=1.